Task: Regression. Given two drug SMILES strings and cell line genomic features, predict the synergy score measuring deviation from expected non-interaction effect.. Dataset: NCI-60 drug combinations with 297,098 pairs across 59 cell lines (1) Drug 1: C1=CC(=C2C(=C1NCCNCCO)C(=O)C3=C(C=CC(=C3C2=O)O)O)NCCNCCO. Drug 2: C(CCl)NC(=O)N(CCCl)N=O. Cell line: NCI-H522. Synergy scores: CSS=42.3, Synergy_ZIP=-1.46, Synergy_Bliss=-0.932, Synergy_Loewe=-24.4, Synergy_HSA=-0.635. (2) Cell line: A549. Drug 1: C1=CC(=CC=C1C#N)C(C2=CC=C(C=C2)C#N)N3C=NC=N3. Drug 2: CS(=O)(=O)CCNCC1=CC=C(O1)C2=CC3=C(C=C2)N=CN=C3NC4=CC(=C(C=C4)OCC5=CC(=CC=C5)F)Cl. Synergy scores: CSS=-3.73, Synergy_ZIP=-0.598, Synergy_Bliss=1.05, Synergy_Loewe=-8.38, Synergy_HSA=-5.82. (3) Drug 1: CC1=C(C(=CC=C1)Cl)NC(=O)C2=CN=C(S2)NC3=CC(=NC(=N3)C)N4CCN(CC4)CCO. Drug 2: C1CN(CCN1C(=O)CCBr)C(=O)CCBr. Cell line: BT-549. Synergy scores: CSS=17.3, Synergy_ZIP=-6.38, Synergy_Bliss=-4.75, Synergy_Loewe=-5.45, Synergy_HSA=-4.23. (4) Drug 1: CC(C1=C(C=CC(=C1Cl)F)Cl)OC2=C(N=CC(=C2)C3=CN(N=C3)C4CCNCC4)N. Drug 2: C1CCC(CC1)NC(=O)N(CCCl)N=O. Cell line: MALME-3M. Synergy scores: CSS=24.5, Synergy_ZIP=-0.510, Synergy_Bliss=6.95, Synergy_Loewe=2.07, Synergy_HSA=5.65. (5) Drug 1: CC12CCC3C(C1CCC2=O)CC(=C)C4=CC(=O)C=CC34C. Drug 2: CC1C(C(CC(O1)OC2CC(CC3=C2C(=C4C(=C3O)C(=O)C5=C(C4=O)C(=CC=C5)OC)O)(C(=O)C)O)N)O.Cl. Cell line: SR. Synergy scores: CSS=86.7, Synergy_ZIP=10.7, Synergy_Bliss=10.0, Synergy_Loewe=8.84, Synergy_HSA=10.7. (6) Drug 1: CC1=C(N=C(N=C1N)C(CC(=O)N)NCC(C(=O)N)N)C(=O)NC(C(C2=CN=CN2)OC3C(C(C(C(O3)CO)O)O)OC4C(C(C(C(O4)CO)O)OC(=O)N)O)C(=O)NC(C)C(C(C)C(=O)NC(C(C)O)C(=O)NCCC5=NC(=CS5)C6=NC(=CS6)C(=O)NCCC[S+](C)C)O. Drug 2: C(CN)CNCCSP(=O)(O)O. Cell line: NCI-H522. Synergy scores: CSS=33.4, Synergy_ZIP=-0.666, Synergy_Bliss=-1.77, Synergy_Loewe=-25.5, Synergy_HSA=-0.678. (7) Drug 1: C1=CC(=C2C(=C1NCCNCCO)C(=O)C3=C(C=CC(=C3C2=O)O)O)NCCNCCO. Drug 2: CC(C)(C#N)C1=CC(=CC(=C1)CN2C=NC=N2)C(C)(C)C#N. Cell line: K-562. Synergy scores: CSS=40.6, Synergy_ZIP=1.06, Synergy_Bliss=1.92, Synergy_Loewe=-10.7, Synergy_HSA=1.83.